Binary Classification. Given a drug SMILES string, predict its activity (active/inactive) in a high-throughput screening assay against a specified biological target. From a dataset of HIV replication inhibition screening data with 41,000+ compounds from the AIDS Antiviral Screen. (1) The drug is C=CC(=O)Nc1ccccc1CC(c1c[nH]c2ccccc12)c1c[nH]c2ccccc12. The result is 0 (inactive). (2) The result is 1 (active). The molecule is Cc1cn(C2CC(N=[N+]=[N-])C(COC(=O)CCCCCCCCCCCOc3ccccc3)O2)c(=O)[nH]c1=O.